This data is from Reaction yield outcomes from USPTO patents with 853,638 reactions. The task is: Predict the reaction yield, written as a fraction of the theoretical maximum amount of product (1.0 means a 100% yield; for example, 0.34 means a 34% yield). (1) The reactants are [OH-].[OH-].[C:3]1([B+2])[CH:8]=[CH:7][CH:6]=[CH:5][CH:4]=1.[F-].[K+].Cl[C:13]1[CH:21]=[CH:20][CH:19]=[CH:18][C:14]=1[CH2:15][C:16]#[N:17]. The catalyst is C([O-])(=O)C.[Pd+2].C([O-])(=O)C.C(P(C(C)(C)C)C1C=CC=CC=1C1C=CC=CC=1)(C)(C)C.C1COCC1. The product is [C:16]([CH2:15][C:14]1[CH:18]=[CH:19][CH:20]=[CH:21][C:13]=1[C:3]1[CH:8]=[CH:7][CH:6]=[CH:5][CH:4]=1)#[N:17]. The yield is 0.920. (2) The reactants are [C:1]([O:5][C:6](=[O:29])[NH:7][C:8]([CH3:28])([CH3:27])[CH2:9][C:10]1[C:18]2[C:13](=[C:14]([O:19]CC3C=CC=CC=3)[CH:15]=[CH:16][CH:17]=2)[NH:12][CH:11]=1)([CH3:4])([CH3:3])[CH3:2]. The catalyst is [Pd].C(O)C. The product is [C:1]([O:5][C:6](=[O:29])[NH:7][C:8]([CH3:28])([CH3:27])[CH2:9][C:10]1[C:18]2[C:13](=[C:14]([OH:19])[CH:15]=[CH:16][CH:17]=2)[NH:12][CH:11]=1)([CH3:4])([CH3:2])[CH3:3]. The yield is 0.960. (3) The reactants are [Cl:1][C:2]1[CH:7]=[CH:6][C:5]([C:8]2([OH:33])[CH2:13][CH2:12][N:11]([C:14]3[C:15]4[N:16]([N:20]=[C:21]([NH:23][C:24]5[CH:32]=[CH:31][C:27]([C:28](O)=[O:29])=[CH:26][CH:25]=5)[N:22]=4)[CH:17]=[CH:18][CH:19]=3)[CH2:10][CH2:9]2)=[CH:4][CH:3]=1.Cl.[NH:35]1[CH2:38][CH:37](CNC(=O)OC(C)(C)C)[CH2:36]1.[CH3:48][N:49](C(ON1N=NC2C=CC=NC1=2)=[N+](C)C)C.F[P-](F)(F)(F)(F)F.C(N(CC)C(C)C)(C)C.FC(F)(F)C(O)=O. The catalyst is CN(C=O)C.ClCCl. The product is [Cl:1][C:2]1[CH:3]=[CH:4][C:5]([C:8]2([OH:33])[CH2:9][CH2:10][N:11]([C:14]3[C:15]4[N:16]([N:20]=[C:21]([NH:23][C:24]5[CH:32]=[CH:31][C:27]([C:28]([N:35]6[CH2:36][CH:37]([NH:49][CH3:48])[CH2:38]6)=[O:29])=[CH:26][CH:25]=5)[N:22]=4)[CH:17]=[CH:18][CH:19]=3)[CH2:12][CH2:13]2)=[CH:6][CH:7]=1. The yield is 0.260.